Dataset: NCI-60 drug combinations with 297,098 pairs across 59 cell lines. Task: Regression. Given two drug SMILES strings and cell line genomic features, predict the synergy score measuring deviation from expected non-interaction effect. (1) Drug 1: CN(C)N=NC1=C(NC=N1)C(=O)N. Drug 2: CC1C(C(=O)NC(C(=O)N2CCCC2C(=O)N(CC(=O)N(C(C(=O)O1)C(C)C)C)C)C(C)C)NC(=O)C3=C4C(=C(C=C3)C)OC5=C(C(=O)C(=C(C5=N4)C(=O)NC6C(OC(=O)C(N(C(=O)CN(C(=O)C7CCCN7C(=O)C(NC6=O)C(C)C)C)C)C(C)C)C)N)C. Cell line: PC-3. Synergy scores: CSS=2.97, Synergy_ZIP=-0.633, Synergy_Bliss=-0.278, Synergy_Loewe=-1.45, Synergy_HSA=-2.06. (2) Drug 1: CNC(=O)C1=NC=CC(=C1)OC2=CC=C(C=C2)NC(=O)NC3=CC(=C(C=C3)Cl)C(F)(F)F. Drug 2: C#CCC(CC1=CN=C2C(=N1)C(=NC(=N2)N)N)C3=CC=C(C=C3)C(=O)NC(CCC(=O)O)C(=O)O. Cell line: SNB-19. Synergy scores: CSS=-6.38, Synergy_ZIP=4.02, Synergy_Bliss=1.33, Synergy_Loewe=-3.23, Synergy_HSA=-4.14.